This data is from Full USPTO retrosynthesis dataset with 1.9M reactions from patents (1976-2016). The task is: Predict the reactants needed to synthesize the given product. (1) Given the product [F:22][C:14]1[CH:15]=[C:16]([N+:19]([O-:21])=[O:20])[CH:17]=[CH:18][C:13]=1[O:5][CH2:4][CH2:3][O:2][CH3:1], predict the reactants needed to synthesize it. The reactants are: [CH3:1][O:2][CH2:3][CH2:4][OH:5].C([O-])([O-])=O.[K+].[K+].F[C:13]1[CH:18]=[CH:17][C:16]([N+:19]([O-:21])=[O:20])=[CH:15][C:14]=1[F:22]. (2) Given the product [F:30][C:31]1[CH:32]=[C:33]([C:2]2[C:3]([N:24]3[CH2:28][CH2:27][C@@H:26]([OH:29])[CH2:25]3)=[N:4][CH:5]=[C:6]([C:7]([NH:9][C:10]3[CH:15]=[CH:14][C:13]([C:16]([F:22])([F:21])[C:17]([F:20])([F:19])[F:18])=[CH:12][CH:11]=3)=[O:8])[CH:23]=2)[CH:34]=[N:35][CH:36]=1, predict the reactants needed to synthesize it. The reactants are: Br[C:2]1[C:3]([N:24]2[CH2:28][CH2:27][C@@H:26]([OH:29])[CH2:25]2)=[N:4][CH:5]=[C:6]([CH:23]=1)[C:7]([NH:9][C:10]1[CH:15]=[CH:14][C:13]([C:16]([F:22])([F:21])[C:17]([F:20])([F:19])[F:18])=[CH:12][CH:11]=1)=[O:8].[F:30][C:31]1[CH:32]=[C:33](B(O)O)[CH:34]=[N:35][CH:36]=1. (3) Given the product [CH2:15]([N:10]1[CH2:11][CH:7]([C:1]2[CH:2]=[CH:3][CH:4]=[CH:5][CH:6]=2)[CH2:8][C:9]1=[O:12])[C:16]1[CH:21]=[CH:20][CH:19]=[CH:18][CH:17]=1, predict the reactants needed to synthesize it. The reactants are: [C:1]1([CH:7]2[CH2:11][NH:10][C:9](=[O:12])[CH2:8]2)[CH:6]=[CH:5][CH:4]=[CH:3][CH:2]=1.[H-].[Na+].[CH2:15](Br)[C:16]1[CH:21]=[CH:20][CH:19]=[CH:18][CH:17]=1. (4) Given the product [C:1]12([C:9]3[CH:10]=[C:11]([N:19]4[C:23]([NH2:24])=[N:22][C:21]([NH:25][C:26]5[CH:27]=[CH:28][C:29]6[CH2:35][CH2:34][C@H:33]([NH2:36])[CH2:32][CH2:31][C:30]=6[CH:44]=5)=[N:20]4)[N:12]=[C:13]4[C:18]=3[NH:17][CH2:16][CH2:15][CH2:14]4)[CH2:8][CH2:7][C:4]([CH:3]=[CH:2]1)=[CH:5][CH2:6]2, predict the reactants needed to synthesize it. The reactants are: [C:1]12([C:9]3[CH:10]=[C:11]([N:19]4[C:23]([NH2:24])=[N:22][C:21]([NH:25][C:26]5[CH:27]=[CH:28][C:29]6[CH2:35][CH2:34][C@H:33]([NH:36]C(OC(C)(C)C)=O)[CH2:32][CH2:31][C:30]=6[CH:44]=5)=[N:20]4)[N:12]=[C:13]4[C:18]=3[NH:17][CH2:16][CH2:15][CH2:14]4)[CH2:8][CH2:7][C:4]([CH:5]=[CH:6]1)=[CH:3][CH2:2]2.Cl.CO.[OH-].[Na+]. (5) The reactants are: [CH:1]1[CH:2]=[CH:3][C:4]2[N:9](O)N=[N:7][C:5]=2[CH:6]=1.[CH2:11](Cl)[CH2:12]Cl.Cl.[CH2:16]([O:23][NH2:24])[C:17]1[CH:22]=[CH:21][CH:20]=[CH:19][CH:18]=1.CC[N:27]([CH:31]([CH3:33])[CH3:32])[CH:28]([CH3:30])C.[C:34](O)(=O)[CH2:35][C:36]([CH2:41][C:42]([OH:44])=O)([C:38]([OH:40])=O)O. Given the product [CH2:16]([O:23][NH:24][C:42](=[O:44])[CH2:41][CH:36]([C:38]([N:27]1[CH2:28][CH2:30][CH2:33][CH:31]1[C:32]1[NH:9][C:4]2[CH:3]=[CH:2][CH:1]=[CH:6][C:5]=2[N:7]=1)=[O:40])[CH2:35][CH2:34][CH2:11][CH3:12])[C:17]1[CH:22]=[CH:21][CH:20]=[CH:19][CH:18]=1, predict the reactants needed to synthesize it. (6) The reactants are: C(OC([N:6]=[S@@:7]([C:12]1[CH:17]=[CH:16][C:15]([NH:18][C:19]2[N:24]=[C:23]([NH:25][C@@H:26]([CH2:29][OH:30])[CH2:27][CH3:28])[C:22]([C:31]3[S:32][CH:33]=[CH:34][CH:35]=3)=[CH:21][N:20]=2)=[CH:14][CH:13]=1)([CH:9]1[CH2:11][CH2:10]1)=[O:8])=O)C.CC[O-].[Na+]. Given the product [OH:30][CH2:29][C@H:26]([NH:25][C:23]1[C:22]([C:31]2[S:32][CH:33]=[CH:34][CH:35]=2)=[CH:21][N:20]=[C:19]([NH:18][C:15]2[CH:14]=[CH:13][C:12]([S@@:7]([CH:9]3[CH2:11][CH2:10]3)(=[NH:6])=[O:8])=[CH:17][CH:16]=2)[N:24]=1)[CH2:27][CH3:28], predict the reactants needed to synthesize it. (7) Given the product [F:32][C:27]1[CH:28]=[CH:29][CH:30]=[CH:31][C:26]=1[CH2:25][O:24][CH2:23][CH2:22][CH2:21][O:20][C:17]1[CH:16]=[CH:15][C:14]([N:11]2[CH2:12][CH2:13][NH:8][CH2:9][C@@H:10]2[CH2:33][O:34][C:35]2[CH:44]=[CH:43][C:42]3[C:37](=[CH:38][CH:39]=[CH:40][CH:41]=3)[CH:36]=2)=[CH:19][CH:18]=1, predict the reactants needed to synthesize it. The reactants are: C(OC([N:8]1[CH2:13][CH2:12][N:11]([C:14]2[CH:19]=[CH:18][C:17]([O:20][CH2:21][CH2:22][CH2:23][O:24][CH2:25][C:26]3[CH:31]=[CH:30][CH:29]=[CH:28][C:27]=3[F:32])=[CH:16][CH:15]=2)[C@@H:10]([CH2:33][O:34][C:35]2[CH:44]=[CH:43][C:42]3[C:37](=[CH:38][CH:39]=[CH:40][CH:41]=3)[CH:36]=2)[CH2:9]1)=O)(C)(C)C.C(Cl)(=O)C. (8) Given the product [CH:35]1([N:13]([CH:10]2[CH2:11][CH2:12]2)[C:14]([C:16]2[N:32]([CH2:33][CH3:34])[C:19]3=[N:20][C:21]([NH:28][C:29]4[S:30][C:2]([C:3]([O:5][CH2:6][CH3:7])=[O:4])=[CH:8][N:31]=4)=[C:22]4[N:26]=[CH:25][N:24]([CH3:27])[C:23]4=[C:18]3[CH:17]=2)=[O:15])[CH2:36][CH2:37]1, predict the reactants needed to synthesize it. The reactants are: Cl[CH:2]([CH:8]=O)[C:3]([O:5][CH2:6][CH3:7])=[O:4].[CH:10]1([N:13]([CH:35]2[CH2:37][CH2:36]2)[C:14]([C:16]2[N:32]([CH2:33][CH3:34])[C:19]3=[N:20][C:21]([NH:28][C:29]([NH2:31])=[S:30])=[C:22]4[N:26]=[CH:25][N:24]([CH3:27])[C:23]4=[C:18]3[CH:17]=2)=[O:15])[CH2:12][CH2:11]1. (9) Given the product [OH:8][C:9]1[CH:10]=[CH:11][C:12]([N:15]2[C:19]3=[N:20][CH:21]=[CH:22][CH:23]=[C:18]3[N:17]([CH2:24][CH2:25][CH3:26])[C:16]2=[O:27])=[CH:13][CH:14]=1, predict the reactants needed to synthesize it. The reactants are: C([O:8][C:9]1[CH:14]=[CH:13][C:12]([N:15]2[C:19]3=[N:20][CH:21]=[CH:22][CH:23]=[C:18]3[N:17]([CH2:24][CH2:25][CH3:26])[C:16]2=[O:27])=[CH:11][CH:10]=1)C1C=CC=CC=1.